From a dataset of Forward reaction prediction with 1.9M reactions from USPTO patents (1976-2016). Predict the product of the given reaction. (1) Given the reactants [Cl:1][C:2]1[CH:7]=[CH:6][C:5]([C:8](=[O:11])[CH2:9][CH3:10])=[CH:4][CH:3]=1.[BrH:12].BrBr, predict the reaction product. The product is: [Br:12][CH:9]([CH3:10])[C:8]([C:5]1[CH:4]=[CH:3][C:2]([Cl:1])=[CH:7][CH:6]=1)=[O:11]. (2) Given the reactants [C:1]1([S:7]([C:10]2[CH:11]=[CH:12][C:13]3[O:18][CH2:17][CH2:16][N:15]([C:19](=[O:23])[CH2:20][C:21]#[N:22])[C:14]=3[CH:24]=2)(=[O:9])=[O:8])[CH:6]=[CH:5][CH:4]=[CH:3][CH:2]=1.Cl.[CH2:26](N)[CH2:27][NH2:28], predict the reaction product. The product is: [C:1]1([S:7]([C:10]2[CH:11]=[CH:12][C:13]3[O:18][CH2:17][CH2:16][N:15]([C:19](=[O:23])[CH2:20][C:21]4[NH:28][CH2:27][CH2:26][N:22]=4)[C:14]=3[CH:24]=2)(=[O:8])=[O:9])[CH:2]=[CH:3][CH:4]=[CH:5][CH:6]=1. (3) Given the reactants CC1(C)C2C(=C(P(C3C=CC=CC=3)C3C=CC=CC=3)C=CC=2)OC2C(P(C3C=CC=CC=3)C3C=CC=CC=3)=CC=CC1=2.[C:43]([C:46]1[N:50]([CH3:51])[N:49]=[CH:48][C:47]=1[C:52]([O:54][CH2:55][CH3:56])=[O:53])(=[O:45])[NH2:44].Br[C:58]1[CH:63]=[CH:62][N:61]2[CH:64]=[C:65]([C:67]3[CH:72]=[CH:71][CH:70]=[CH:69][CH:68]=3)[N:66]=[C:60]2[CH:59]=1.C(=O)([O-])[O-].[K+].[K+], predict the reaction product. The product is: [CH2:55]([O:54][C:52]([C:47]1[CH:48]=[N:49][N:50]([CH3:51])[C:46]=1[C:43](=[O:45])[NH:44][C:58]1[CH:63]=[CH:62][N:61]2[CH:64]=[C:65]([C:67]3[CH:72]=[CH:71][CH:70]=[CH:69][CH:68]=3)[N:66]=[C:60]2[CH:59]=1)=[O:53])[CH3:56]. (4) Given the reactants [O:1]1[C:5]2[CH:6]=[CH:7][C:8]([CH2:10][C:11](Cl)=[O:12])=[CH:9][C:4]=2[O:3][CH2:2]1.[NH2:14][C:15]1[CH:23]=[C:22]([F:24])[CH:21]=[C:20]([F:25])[C:16]=1[C:17]([OH:19])=[O:18].N1C=CC=CC=1, predict the reaction product. The product is: [O:1]1[C:5]2[CH:6]=[CH:7][C:8]([CH2:10][C:11]([NH:14][C:15]3[CH:23]=[C:22]([F:24])[CH:21]=[C:20]([F:25])[C:16]=3[C:17]([OH:19])=[O:18])=[O:12])=[CH:9][C:4]=2[O:3][CH2:2]1.